Dataset: Experimentally validated miRNA-target interactions with 360,000+ pairs, plus equal number of negative samples. Task: Binary Classification. Given a miRNA mature sequence and a target amino acid sequence, predict their likelihood of interaction. (1) The miRNA is hsa-miR-6792-3p with sequence CUCCUCCACAGCCCCUGCUCAU. The protein sequence of the target gene is MAPQNLGTFCLLLLYLIGTVIAGRDFYKILGVPRSASIKDIKKAYRKLALQLHPDRNPDDPRAQEKFQDLGAAYEVLSDSEKRKQYDTYGEEGLKDGHQSSHGDIFSHFFGDFGFMFGGTPRQQDRNIPRGSDIIVDLEVTLEEVYAGNFVEVVRNKPVARQAPGKRKCNCRQEMRTTQLGPGRFQMTQEVVCDECPNVKLVNEERTLEVEIEPGVRDGMEYPFIGEGEPHVDGEPGDLRFRIKVVKHSIFERRGDDLYTNVTISLVESLVGFDMDITHLDGHKVHISRDKITRPGAKLW.... Result: 0 (no interaction). (2) The miRNA is mmu-miR-3082-5p with sequence GACAGAGUGUGUGUGUCUGUGU. The protein sequence of the target gene is MTVKLGDGGSGEDGLKKLGKRAADEESLEGEGAGGADAAEESSGTKRDEKTPRAGADGPPAPPGAPQAPSPPQGSPQDQHHFLRSSVRPQSKRPRKDPPSAVGSGNAGGSGPRGKGAEGGGSSSGNVSGVAPAAPAGGSRSSSRNLGSSGGEKEEGKKVRRQWESWSTEDKNTFFEGLYEHGKDFEAIQNNIALKYKKKGKPASMVKNKEQVRHFYYRTWHKITKYIDFDHVFSRGLKKSSQELYGLICYGELRKKIGGCMDDKNATKLNELIQVGATTVRYKGRNLRIKAPMCRALKKL.... Result: 0 (no interaction). (3) The miRNA is hsa-miR-3713 with sequence GGUAUCCGUUUGGGGAUGGU. The protein sequence of the target gene is MVSSQPKYDLIREVGRGSYGVVYEAVIRKTSARVAVKKIRCHAPENVELALREFWALSSIKSQHPNVIHLEECILQKDGMVQKMSHGSNSSLYLQLVETSLKGEIAFDPRSAYYLWFVMDFCDGGDMNEYLLSRKPNRKTNTSFMLQLSSALAFLHKNQIIHRDLKPDNILISQTRLDTSDLEPTLKVADFGLSKVCSASGQNPEEPVSVNKCFLSTACGTDFYMAPEVWEGHYTAKADIFALGIIIWAMLERITFIDTETKKELLGSYVKQGTEIVPVGEALLENPKMELLIPVKKKSM.... Result: 0 (no interaction).